Dataset: Full USPTO retrosynthesis dataset with 1.9M reactions from patents (1976-2016). Task: Predict the reactants needed to synthesize the given product. (1) The reactants are: [NH:1]1[CH2:7][C:5](=[O:6])[NH:4][C:2]1=[S:3].Br[CH:9]([CH2:15][CH3:16])[C:10]([O:12][CH2:13][CH3:14])=[O:11].C([O-])([O-])=O.[K+].[K+]. Given the product [CH2:13]([O:12][C:10](=[O:11])[CH2:9][CH2:15][CH2:16][N:4]1[C:5](=[O:6])[CH2:7][NH:1][C:2]1=[S:3])[CH3:14], predict the reactants needed to synthesize it. (2) Given the product [OH:14][C:4]1[N:5]=[C:6]([C:8]2[CH:13]=[CH:12][CH:11]=[CH:10][CH:9]=2)[NH:7][C:2](=[O:1])[C:3]=1[C:18]([NH:26][CH2:28][C:29]([OH:31])=[O:30])=[O:39], predict the reactants needed to synthesize it. The reactants are: [OH:1][C:2]1[NH:7][C:6]([C:8]2[CH:13]=[CH:12][CH:11]=[CH:10][CH:9]=2)=[N:5][C:4](=[O:14])[CH:3]=1.[H-].[Na+].Cl.[C:18]([NH2:26])(=N)C1C=CC=CC=1.C(OCC)(=O)[CH2:28][C:29]([O:31]CC)=[O:30].Cl.[OH2:39]. (3) Given the product [Cl:1][C:2]1[CH:3]=[C:4]([NH:19][C:20]2[C:30]3[CH:29]=[C:28]([C:31]([NH:43][CH2:42][CH2:41][O:40][CH2:39][CH2:38][CH2:37][O:36][CH3:35])=[O:33])[CH2:27][CH2:26][NH:25][C:24]=3[N:23]=[CH:22][N:21]=2)[CH:5]=[CH:6][C:7]=1[O:8][C:9]1[CH:14]=[CH:13][CH:12]=[C:11]([C:15]([F:17])([F:18])[F:16])[CH:10]=1, predict the reactants needed to synthesize it. The reactants are: [Cl:1][C:2]1[CH:3]=[C:4]([NH:19][C:20]2[C:30]3[CH:29]=[C:28]([C:31]([OH:33])=O)[CH2:27][CH2:26][NH:25][C:24]=3[N:23]=[CH:22][N:21]=2)[CH:5]=[CH:6][C:7]=1[O:8][C:9]1[CH:14]=[CH:13][CH:12]=[C:11]([C:15]([F:18])([F:17])[F:16])[CH:10]=1.Cl.[CH3:35][O:36][CH2:37][CH2:38][CH2:39][O:40][CH2:41][CH2:42][NH2:43].ON1C2C=CC=CC=2N=N1.Cl.C(N=C=NCCCN(C)C)C. (4) Given the product [NH2:1][C:4]1[CH:12]=[CH:11][C:10]([O:13][CH2:14][CH2:15][CH3:16])=[CH:9][C:5]=1[C:6]([NH2:8])=[O:7], predict the reactants needed to synthesize it. The reactants are: [N+:1]([C:4]1[CH:12]=[CH:11][C:10]([O:13][CH2:14][CH2:15][CH3:16])=[CH:9][C:5]=1[C:6]([NH2:8])=[O:7])([O-])=O.[NH4+].[Cl-]. (5) Given the product [OH:3][C:4]1[CH:5]=[C:6]([C@H:11]([N:17]2[C:25](=[O:26])[C:24]3[C:19](=[CH:20][CH:21]=[CH:22][C:23]=3[NH:27][C:28](=[O:31])[CH2:29][OH:30])[C:18]2=[O:32])[CH2:12][S:13]([CH3:16])(=[O:14])=[O:15])[CH:7]=[CH:8][C:9]=1[OH:10], predict the reactants needed to synthesize it. The reactants are: C([O:3][C:4]1[CH:5]=[C:6]([C@H:11]([N:17]2[C:25](=[O:26])[C:24]3[C:19](=[CH:20][CH:21]=[CH:22][C:23]=3[NH:27][C:28](=[O:31])[CH2:29][OH:30])[C:18]2=[O:32])[CH2:12][S:13]([CH3:16])(=[O:15])=[O:14])[CH:7]=[CH:8][C:9]=1[OH:10])C.[Al+3].[Cl-].[Cl-].[Cl-].O.